Dataset: Reaction yield outcomes from USPTO patents with 853,638 reactions. Task: Predict the reaction yield, written as a fraction of the theoretical maximum amount of product (1.0 means a 100% yield; for example, 0.34 means a 34% yield). The product is [Br:4][C:5]1[CH:6]=[C:7]([C:20]([OH:22])=[O:21])[N:8]([CH2:10][C:11]([C:13]2[CH:18]=[CH:17][C:16]([Cl:19])=[CH:15][CH:14]=2)=[O:12])[CH:9]=1. The reactants are O[Li].O.[Br:4][C:5]1[CH:6]=[C:7]([C:20]([O:22]C)=[O:21])[N:8]([CH2:10][C:11]([C:13]2[CH:18]=[CH:17][C:16]([Cl:19])=[CH:15][CH:14]=2)=[O:12])[CH:9]=1. The catalyst is C1COCC1. The yield is 0.750.